This data is from Forward reaction prediction with 1.9M reactions from USPTO patents (1976-2016). The task is: Predict the product of the given reaction. (1) Given the reactants CS(O[CH2:6][CH2:7][O:8][C:9]1[C:17]2[C:12](=[N:13][CH:14]=[N:15][C:16]=2[NH:18][C:19]2[CH:24]=[CH:23][C:22]([O:25][CH2:26][C:27]3[CH:32]=[CH:31][CH:30]=[C:29]([F:33])[CH:28]=3)=[C:21]([CH3:34])[CH:20]=2)[NH:11][N:10]=1)(=O)=O.[CH3:35][O:36][CH:37]1[CH2:42][CH2:41][NH:40][CH2:39][CH2:38]1, predict the reaction product. The product is: [F:33][C:29]1[CH:28]=[C:27]([CH:32]=[CH:31][CH:30]=1)[CH2:26][O:25][C:22]1[CH:23]=[CH:24][C:19]([NH:18][C:16]2[N:15]=[CH:14][N:13]=[C:12]3[NH:11][N:10]=[C:9]([O:8][CH2:7][CH2:6][N:40]4[CH2:41][CH2:42][CH:37]([O:36][CH3:35])[CH2:38][CH2:39]4)[C:17]=23)=[CH:20][C:21]=1[CH3:34]. (2) Given the reactants [CH2:1]([NH:5][C:6]1[CH:7]=[CH:8][C:9]2[N:10]([C:12](B(O)O)=[CH:13][N:14]=2)[N:11]=1)[CH2:2][CH2:3][CH3:4].Br[C:19]1[CH:20]=[C:21]2[C:25](=[CH:26][CH:27]=1)[CH2:24][N:23]([C:28]([O:30][C:31]([CH3:34])([CH3:33])[CH3:32])=[O:29])[CH2:22]2.P([O-])([O-])([O-])=O.[K+].[K+].[K+], predict the reaction product. The product is: [CH2:1]([NH:5][C:6]1[CH:7]=[CH:8][C:9]2[N:10]([C:12]([C:27]3[CH:26]=[C:25]4[C:21](=[CH:20][CH:19]=3)[CH2:22][N:23]([C:28]([O:30][C:31]([CH3:34])([CH3:33])[CH3:32])=[O:29])[CH2:24]4)=[CH:13][N:14]=2)[N:11]=1)[CH2:2][CH2:3][CH3:4]. (3) Given the reactants [CH3:1][O:2][C:3](=[O:36])[NH:4][CH:5]([C:9]([N:11]1[CH2:15][CH2:14][CH2:13][CH:12]1[C:16]1[NH:17][C:18]([C:21]2[CH:34]=[CH:33][C:32]3[C:31]4[C:26](=[CH:27][C:28](Br)=[CH:29][CH:30]=4)[CH2:25][CH2:24][C:23]=3[CH:22]=2)=[CH:19][N:20]=1)=[O:10])[CH:6]([CH3:8])[CH3:7].C([Sn](CCCC)(CCCC)[C:42]([O:44]CC)=[CH2:43])CCC.C1C(=O)N(Br)C(=O)C1.[C:63]([O:67][C:68]([N:70]1[CH:75]([C:76]([OH:78])=[O:77])[CH:74]2[CH2:79][CH:71]1[CH2:72][CH2:73]2)=[O:69])([CH3:66])([CH3:65])[CH3:64].CCN(C(C)C)C(C)C, predict the reaction product. The product is: [CH3:1][O:2][C:3]([NH:4][CH:5]([CH:6]([CH3:8])[CH3:7])[C:9]([N:11]1[CH2:15][CH2:14][CH2:13][CH:12]1[C:16]1[NH:17][C:18]([C:21]2[CH:22]=[C:23]3[C:32]([C:31]4[CH:30]=[CH:29][C:28]([C:42](=[O:44])[CH2:43][O:77][C:76]([CH:75]5[CH:74]6[CH2:79][CH:71]([CH2:72][CH2:73]6)[N:70]5[C:68]([O:67][C:63]([CH3:66])([CH3:64])[CH3:65])=[O:69])=[O:78])=[CH:27][C:26]=4[CH2:25][CH2:24]3)=[CH:33][CH:34]=2)=[CH:19][N:20]=1)=[O:10])=[O:36].[C:63]([O:67][C:68]([N:70]1[CH:75]([C:76]([OH:78])=[O:77])[CH:74]2[CH2:79][CH:71]1[CH2:72][CH2:73]2)=[O:69])([CH3:66])([CH3:64])[CH3:65].